The task is: Predict the reaction yield, written as a fraction of the theoretical maximum amount of product (1.0 means a 100% yield; for example, 0.34 means a 34% yield).. This data is from Reaction yield outcomes from USPTO patents with 853,638 reactions. The reactants are [CH2:1]([CH:3]1[CH2:12][NH:11][C:10]2[C:5](=[CH:6][C:7]([CH3:14])=[C:8]([CH3:13])[CH:9]=2)[NH:4]1)[CH3:2].[C:15](O[C:15]([O:17][C:18]([CH3:21])([CH3:20])[CH3:19])=[O:16])([O:17][C:18]([CH3:21])([CH3:20])[CH3:19])=[O:16]. The catalyst is C(Cl)Cl. The product is [C:18]([O:17][C:15]([N:11]1[C:10]2[C:5](=[CH:6][C:7]([CH3:14])=[C:8]([CH3:13])[CH:9]=2)[NH:4][CH:3]([CH2:1][CH3:2])[CH2:12]1)=[O:16])([CH3:21])([CH3:20])[CH3:19]. The yield is 0.640.